This data is from Full USPTO retrosynthesis dataset with 1.9M reactions from patents (1976-2016). The task is: Predict the reactants needed to synthesize the given product. (1) Given the product [Cl:1][C:2]1[CH:3]=[CH:4][C:5]([C:8]2[S:9][C:10]([C:14]([NH:46][CH:47]3[CH2:52][CH2:51][CH2:50][N:49]([C:53]4[CH:54]=[C:55]([CH:62]=[CH:63][CH:64]=4)[O:56][CH2:57][C:58]([O:60][CH3:61])=[O:59])[CH2:48]3)=[O:16])=[C:11]([CH3:13])[N:12]=2)=[CH:6][CH:7]=1, predict the reactants needed to synthesize it. The reactants are: [Cl:1][C:2]1[CH:7]=[CH:6][C:5]([C:8]2[S:9][C:10]([C:14]([OH:16])=O)=[C:11]([CH3:13])[N:12]=2)=[CH:4][CH:3]=1.ON1C2C=CC=CC=2N=N1.CN1CCOCC1.Cl.CN(C)CCCN=C=NCC.[NH2:46][CH:47]1[CH2:52][CH2:51][CH2:50][N:49]([C:53]2[CH:54]=[C:55]([CH:62]=[CH:63][CH:64]=2)[O:56][CH2:57][C:58]([O:60][CH3:61])=[O:59])[CH2:48]1. (2) The reactants are: [Na+].[I-].C[Si](Cl)(C)C.O[C:9]1([CH2:23][C:24]([O:26][CH3:27])=[O:25])[C:16]2[N:12]([C:13]3[CH:20]=[CH:19][N:18]=[C:17]([S:21][CH3:22])[C:14]=3[CH:15]=2)[CH2:11][CH2:10]1. Given the product [CH3:22][S:21][C:17]1[C:14]2[CH:15]=[C:16]3[N:12]([C:13]=2[CH:20]=[CH:19][N:18]=1)[CH2:11][CH2:10][CH:9]3[CH2:23][C:24]([O:26][CH3:27])=[O:25], predict the reactants needed to synthesize it. (3) Given the product [NH:1]1[C:9]2[C:4](=[CH:5][CH:6]=[CH:7][CH:8]=2)[CH:3]=[C:2]1[CH2:10][CH2:11][NH:12][C:13]1[CH:18]=[CH:17][C:16]([NH2:19])=[CH:15][C:14]=1[F:22], predict the reactants needed to synthesize it. The reactants are: [NH:1]1[C:9]2[C:4](=[CH:5][CH:6]=[CH:7][CH:8]=2)[CH:3]=[C:2]1[CH2:10][CH2:11][NH:12][C:13]1[CH:18]=[CH:17][C:16]([N+:19]([O-])=O)=[CH:15][C:14]=1[F:22].CCOC(C)=O. (4) Given the product [O:13]=[C:8]1[CH2:7][C@H:6]2[CH2:12][CH2:11][C@@H:9]1[CH:10]=[C:2]2[O:1][S:31]([C:30]([F:43])([F:42])[F:29])(=[O:33])=[O:32], predict the reactants needed to synthesize it. The reactants are: [O:1]1CCO[C:2]21[CH2:10][CH:9]1[CH2:11][CH2:12][CH:6]2[CH2:7][C:8]1=[O:13].C(C1C=C(C)C(C(C)(C)C)=CN=1)(C)(C)C.[F:29][C:30]([F:43])([F:42])[S:31](O[S:31]([C:30]([F:43])([F:42])[F:29])(=[O:33])=[O:32])(=[O:33])=[O:32]. (5) Given the product [O:19]1[C@@:5]23[CH:10]([CH2:9][CH2:8][CH2:7][CH2:6]2)[O:1][CH2:2][CH2:3][C@H:4]13, predict the reactants needed to synthesize it. The reactants are: [O:1]1[CH:10]2[C:5]([CH2:6][CH2:7][CH2:8][CH2:9]2)=[CH:4][CH2:3][CH2:2]1.C1C=C(Cl)C=C(C(OO)=[O:19])C=1. (6) Given the product [OH:16][C:17]1([C:23]2[S:24][CH:25]=[CH:26][CH:27]=2)[CH2:18][CH2:19][N:20]([CH:2]([CH3:15])[C:3]([C:5]2[CH:13]=[C:12]3[C:8]([CH2:9][C:10](=[O:14])[NH:11]3)=[CH:7][CH:6]=2)=[O:4])[CH2:21][CH2:22]1, predict the reactants needed to synthesize it. The reactants are: Br[CH:2]([CH3:15])[C:3]([C:5]1[CH:13]=[C:12]2[C:8]([CH2:9][C:10](=[O:14])[NH:11]2)=[CH:7][CH:6]=1)=[O:4].[OH:16][C:17]1([C:23]2[S:24][CH:25]=[CH:26][CH:27]=2)[CH2:22][CH2:21][NH:20][CH2:19][CH2:18]1.C(N(CC)CC)C.